From a dataset of Reaction yield outcomes from USPTO patents with 853,638 reactions. Predict the reaction yield, written as a fraction of the theoretical maximum amount of product (1.0 means a 100% yield; for example, 0.34 means a 34% yield). (1) The reactants are [CH2:1]([C:8]1[O:9][C:10]2[CH:30]=[CH:29][CH:28]=[CH:27][C:11]=2[C:12]=1[C:13]1[CH:18]=[CH:17][C:16](OS(C(F)(F)F)(=O)=O)=[CH:15][CH:14]=1)[C:2]1[CH:7]=[CH:6][CH:5]=[CH:4][CH:3]=1.[CH:31]([C:33]1[CH:38]=[CH:37][C:36](B(O)O)=[CH:35][CH:34]=1)=[O:32].C(=O)([O-])[O-].[Na+].[Na+]. The catalyst is C1(C)C=CC=CC=1.C(O)C.O. The product is [CH2:1]([C:8]1[O:9][C:10]2[CH:30]=[CH:29][CH:28]=[CH:27][C:11]=2[C:12]=1[C:13]1[CH:14]=[CH:15][C:16]([C:36]2[CH:37]=[CH:38][C:33]([CH:31]=[O:32])=[CH:34][CH:35]=2)=[CH:17][CH:18]=1)[C:2]1[CH:3]=[CH:4][CH:5]=[CH:6][CH:7]=1. The yield is 0.880. (2) The reactants are [F:1][C:2]1[CH:10]=[CH:9][C:5]([C:6]([OH:8])=[O:7])=[C:4]([CH3:11])[CH:3]=1.[C:12](=O)([O-])[O-].[Cs+].[Cs+].IC. The catalyst is C1COCC1. The product is [F:1][C:2]1[CH:10]=[CH:9][C:5]([C:6]([O:8][CH3:12])=[O:7])=[C:4]([CH3:11])[CH:3]=1. The yield is 0.870. (3) The reactants are [F:1][C:2]1[CH:3]=[C:4]([CH:6]=[CH:7][C:8]=1[F:9])[NH2:5].Cl.[N:11]([O-])=O.[Na+].CC([O-])=O.[Na+].[CH2:20]([O:22][C:23](=[O:27])[CH2:24][N+:25]#[C-:26])[CH3:21]. The catalyst is O.CCO.O. The product is [F:1][C:2]1[CH:3]=[C:4]([N:5]2[CH:26]=[N:25][C:24]([C:23]([O:22][CH2:20][CH3:21])=[O:27])=[N:11]2)[CH:6]=[CH:7][C:8]=1[F:9]. The yield is 0.130.